This data is from Full USPTO retrosynthesis dataset with 1.9M reactions from patents (1976-2016). The task is: Predict the reactants needed to synthesize the given product. (1) Given the product [OH:4][CH2:3][C:5]1[CH:10]=[C:9]([O:11][CH3:12])[CH:8]=[CH:7][C:6]=1[C:13]1[N:18]=[C:17]([C:19]2[CH:20]=[N:21][CH:22]=[CH:23][CH:24]=2)[CH:16]=[C:15]([S:25][CH3:26])[C:14]=1[C:27]#[N:28], predict the reactants needed to synthesize it. The reactants are: [BH4-].[Na+].[CH:3]([C:5]1[CH:10]=[C:9]([O:11][CH3:12])[CH:8]=[CH:7][C:6]=1[C:13]1[N:18]=[C:17]([C:19]2[CH:20]=[N:21][CH:22]=[CH:23][CH:24]=2)[CH:16]=[C:15]([S:25][CH3:26])[C:14]=1[C:27]#[N:28])=[O:4]. (2) Given the product [CH3:1][C:2](=[CH:4][CH2:5][CH2:6][CH:7]([CH2:9][CH2:10][OH:11])[CH3:8])[CH3:3], predict the reactants needed to synthesize it. The reactants are: [CH3:1][C:2](=[CH:4][CH2:5][CH2:6]/[C:7](=[CH:9]/[CH2:10][OH:11])/[CH3:8])[CH3:3].OC/C=C(/C)\CCC=C(C)C.CC(C)=CCCC(CCO)=C.C1C=CC(P(C2C=CC3C(=CC=CC=3)C=2C2C3C(=CC=CC=3)C=CC=2P(C2C=CC=CC=2)C2C=CC=CC=2)C2C=CC=CC=2)=CC=1. (3) Given the product [NH2:1][C:2]1[C:3]([C:16]2[CH:24]=[CH:23][C:19]([C:20]([NH:27][C@@H:28]([C:31]3[CH:36]=[C:35]([I:37])[CH:34]=[C:33]([F:38])[CH:32]=3)[CH2:29][OH:30])=[O:21])=[C:18]([F:25])[CH:17]=2)=[N:4][C:5]([C@@H:8]2[CH2:13][CH2:12][C@@H:11]([OH:14])[C@H:10]([F:15])[CH2:9]2)=[CH:6][N:7]=1, predict the reactants needed to synthesize it. The reactants are: [NH2:1][C:2]1[C:3]([C:16]2[CH:24]=[CH:23][C:19]([C:20](O)=[O:21])=[C:18]([F:25])[CH:17]=2)=[N:4][C:5]([C@@H:8]2[CH2:13][CH2:12][C@@H:11]([OH:14])[C@H:10]([F:15])[CH2:9]2)=[CH:6][N:7]=1.Cl.[NH2:27][C@@H:28]([C:31]1[CH:36]=[C:35]([I:37])[CH:34]=[C:33]([F:38])[CH:32]=1)[CH2:29][OH:30].C1C=NC2N(O)N=NC=2C=1.C(Cl)CCl.CCN(C(C)C)C(C)C. (4) The reactants are: [CH3:1][C:2]1[CH:7]=[C:6]([NH:8][CH:9]2[CH2:14][CH2:13][N:12]([C@H:15]3[CH2:20][CH2:19][C@H:18]([O:21][CH3:22])[CH2:17][CH2:16]3)[CH2:11][CH2:10]2)[C:5]([NH2:23])=[CH:4][CH:3]=1.[Cl:24][C:25](Cl)([O:27]C(=O)OC(Cl)(Cl)Cl)Cl.C(N(C(C)C)CC)(C)C. Given the product [ClH:24].[CH3:1][C:2]1[CH:3]=[CH:4][C:5]2[NH:23][C:25](=[O:27])[N:8]([CH:9]3[CH2:10][CH2:11][N:12]([C@H:15]4[CH2:20][CH2:19][C@H:18]([O:21][CH3:22])[CH2:17][CH2:16]4)[CH2:13][CH2:14]3)[C:6]=2[CH:7]=1, predict the reactants needed to synthesize it. (5) Given the product [CH2:23]([N:27]1[C:35]2[N:34]=[C:33]([Cl:36])[NH:32][C:31]=2[C:30](=[O:37])[N:29]([CH2:38][CH2:39][CH2:40][CH2:41][C:42]2[N:43]=[C:8]([C:3]3[C:2]([CH3:1])=[CH:7][CH:6]=[CH:5][N:4]=3)[O:10][N:45]=2)[C:28]1=[O:47])[CH2:24][CH2:25][CH3:26], predict the reactants needed to synthesize it. The reactants are: [CH3:1][C:2]1[C:3]([C:8]([OH:10])=O)=[N:4][CH:5]=[CH:6][CH:7]=1.C1N=CN(C(N2C=NC=C2)=O)C=1.[CH2:23]([N:27]1[C:35]2[N:34]=[C:33]([Cl:36])[NH:32][C:31]=2[C:30](=[O:37])[N:29]([CH2:38][CH2:39][CH2:40][CH2:41]/[C:42](=[N:45]/[H])/[NH:43]O)[C:28]1=[O:47])[CH2:24][CH2:25][CH3:26]. (6) Given the product [N:26]([C:23]1[CH:24]=[CH:25][C:20]([N:17]2[CH2:16][CH2:15][N:14]([CH3:13])[CH2:19][CH2:18]2)=[CH:21][CH:22]=1)=[C:1]=[S:2], predict the reactants needed to synthesize it. The reactants are: [C:1](N1C=CN=C1)(N1C=CN=C1)=[S:2].[CH3:13][N:14]1[CH2:19][CH2:18][N:17]([C:20]2[CH:25]=[CH:24][C:23]([NH2:26])=[CH:22][CH:21]=2)[CH2:16][CH2:15]1. (7) Given the product [OH:1][CH2:2][C:3]1[CH:4]=[CH:5][C:6]([S:15]([CH3:20])(=[O:17])=[O:14])=[C:7]([CH:10]=1)[C:8]#[N:9], predict the reactants needed to synthesize it. The reactants are: [OH:1][CH2:2][C:3]1[CH:4]=[CH:5][C:6](SC)=[C:7]([CH:10]=1)[C:8]#[N:9].O[O:14][S:15]([O-:17])=O.[K+].Cl.[CH3:20]O.